From a dataset of Catalyst prediction with 721,799 reactions and 888 catalyst types from USPTO. Predict which catalyst facilitates the given reaction. (1) Reactant: [Cl:1][CH2:2][CH2:3][O:4][C:5]1[CH:6]=[C:7]([CH2:11][C:12]([O:14]C)=[O:13])[CH:8]=[CH:9][CH:10]=1.[OH-].[Na+].Cl. Product: [Cl:1][CH2:2][CH2:3][O:4][C:5]1[CH:6]=[C:7]([CH2:11][C:12]([OH:14])=[O:13])[CH:8]=[CH:9][CH:10]=1. The catalyst class is: 5. (2) Reactant: [C:1]([O:5][C:6](=[O:29])[CH2:7][O:8][N:9]([C:18](=[O:28])[CH:19]=[C:20]1[C:24](=[O:25])[O:23][C:22](C)(C)[O:21]1)[CH2:10][C:11]1[CH:16]=[CH:15][C:14]([F:17])=[CH:13][CH:12]=1)([CH3:4])([CH3:3])[CH3:2]. Product: [CH3:22][O:23][C:24](=[O:25])[C:20]([OH:21])=[CH:19][C:18](=[O:28])[N:9]([O:8][CH2:7][C:6]([O:5][C:1]([CH3:3])([CH3:4])[CH3:2])=[O:29])[CH2:10][C:11]1[CH:12]=[CH:13][C:14]([F:17])=[CH:15][CH:16]=1. The catalyst class is: 5. (3) Reactant: Cl.[SH:2][C:3]1[N:8]=[C:7]([CH3:9])[CH:6]=[CH:5][N:4]=1.[CH:10](N(C(C)C)CC)(C)C.COC(OC)N(C)C. Product: [CH3:9][C:7]1[CH:6]=[CH:5][N:4]=[C:3]([S:2][CH3:10])[N:8]=1. The catalyst class is: 11. (4) Reactant: [F:1][C:2]([F:13])([F:12])[CH:3]([C:8]([F:11])([F:10])[F:9])[CH:4]([NH2:7])[CH2:5][OH:6].C(N(CC)CC)C.[F:21][C:22]1[CH:27]=[CH:26][C:25]([S:28](Cl)(=[O:30])=[O:29])=[CH:24][CH:23]=1. Product: [F:21][C:22]1[CH:27]=[CH:26][C:25]([S:28]([NH:7][CH:4]([CH2:5][OH:6])[CH:3]([C:8]([F:9])([F:10])[F:11])[C:2]([F:12])([F:13])[F:1])(=[O:30])=[O:29])=[CH:24][CH:23]=1. The catalyst class is: 2.